The task is: Predict the product of the given reaction.. This data is from Forward reaction prediction with 1.9M reactions from USPTO patents (1976-2016). (1) Given the reactants Cl[C:2]1[CH:11]=[CH:10][N:9]=[C:8]2[C:3]=1[CH:4]=[CH:5][C:6]([CH2:12][CH2:13][CH3:14])=[N:7]2.[NH2:15][C:16]1[CH:21]=[C:20]([CH3:22])[CH:19]=[CH:18][C:17]=1[S:23][C:24]1[CH:29]=[CH:28][C:27]([OH:30])=[CH:26][CH:25]=1, predict the reaction product. The product is: [CH3:22][C:20]1[CH:19]=[CH:18][C:17]([S:23][C:24]2[CH:29]=[CH:28][C:27]([OH:30])=[CH:26][CH:25]=2)=[C:16]([NH:15][C:2]2[C:3]3[C:8](=[N:7][C:6]([CH2:12][CH2:13][CH3:14])=[CH:5][CH:4]=3)[N:9]=[CH:10][CH:11]=2)[CH:21]=1. (2) Given the reactants I[CH2:2][CH2:3][CH2:4][C:5]1[CH:6]=[C:7]([CH:15]=[CH:16][CH:17]=1)[O:8][CH2:9][C:10]([O:12][CH2:13][CH3:14])=[O:11].[C:18]1([CH:24]([C:28]2[CH:33]=[CH:32][CH:31]=[CH:30][CH:29]=2)[CH2:25][CH2:26][NH2:27])[CH:23]=[CH:22][CH:21]=[CH:20][CH:19]=1, predict the reaction product. The product is: [C:28]1([CH:24]([C:18]2[CH:19]=[CH:20][CH:21]=[CH:22][CH:23]=2)[CH2:25][CH2:26][NH:27][CH2:2][CH2:3][CH2:4][C:5]2[CH:6]=[C:7]([CH:15]=[CH:16][CH:17]=2)[O:8][CH2:9][C:10]([O:12][CH2:13][CH3:14])=[O:11])[CH:29]=[CH:30][CH:31]=[CH:32][CH:33]=1. (3) Given the reactants [Cl:1][C:2]([Cl:35])([Cl:34])[CH2:3][O:4][C:5](=[O:33])[NH:6][C:7]1[CH:12]=[CH:11][C:10]([S:13][C:14]2[CH:19]=[CH:18][C:17]([C:20](=[O:29])[NH:21][C:22]3[CH:27]=[CH:26][C:25]([Br:28])=[CH:24][N:23]=3)=[CH:16][C:15]=2[N+:30]([O-])=O)=[CH:9][CH:8]=1.[Cl-].[NH4+], predict the reaction product. The product is: [Cl:35][C:2]([Cl:1])([Cl:34])[CH2:3][O:4][C:5](=[O:33])[NH:6][C:7]1[CH:12]=[CH:11][C:10]([S:13][C:14]2[CH:19]=[CH:18][C:17]([C:20](=[O:29])[NH:21][C:22]3[CH:27]=[CH:26][C:25]([Br:28])=[CH:24][N:23]=3)=[CH:16][C:15]=2[NH2:30])=[CH:9][CH:8]=1. (4) Given the reactants [CH:1]1([N:7]2[CH2:11][C@@H:10]([C:12]3[CH:17]=[CH:16][CH:15]=[CH:14][CH:13]=3)[N:9]([CH:18]3[CH2:23][CH2:22][NH:21][CH2:20][CH2:19]3)[C:8]2=[O:24])[CH2:6][CH2:5][CH2:4][CH2:3][CH2:2]1.C(N(C(C)C)CC)(C)C.Br[CH2:35][C:36]1[CH:37]=[CH:38][C:39]([O:42][C:43]2[CH:50]=[CH:49][C:46]([C:47]#[N:48])=[CH:45][CH:44]=2)=[N:40][CH:41]=1, predict the reaction product. The product is: [CH:1]1([N:7]2[CH2:11][C@@H:10]([C:12]3[CH:17]=[CH:16][CH:15]=[CH:14][CH:13]=3)[N:9]([CH:18]3[CH2:23][CH2:22][N:21]([CH2:35][C:36]4[CH:37]=[CH:38][C:39]([O:42][C:43]5[CH:50]=[CH:49][C:46]([C:47]#[N:48])=[CH:45][CH:44]=5)=[N:40][CH:41]=4)[CH2:20][CH2:19]3)[C:8]2=[O:24])[CH2:2][CH2:3][CH2:4][CH2:5][CH2:6]1. (5) The product is: [CH3:19][C:14]1([CH3:20])[C:15]([CH3:18])([CH3:17])[O:16][B:12]([C:2]2[CH:3]=[C:4]3[C:9](=[CH:10][CH:11]=2)[CH:8]=[N:7][CH:6]=[CH:5]3)[O:13]1. Given the reactants Br[C:2]1[CH:3]=[C:4]2[C:9](=[CH:10][CH:11]=1)[CH:8]=[N:7][CH:6]=[CH:5]2.[B:12]1([B:12]2[O:16][C:15]([CH3:18])([CH3:17])[C:14]([CH3:20])([CH3:19])[O:13]2)[O:16][C:15]([CH3:18])([CH3:17])[C:14]([CH3:20])([CH3:19])[O:13]1.CC([O-])=O.[K+], predict the reaction product.